Dataset: Buchwald-Hartwig C-N cross coupling reaction yields with 55,370 reactions. Task: Predict the reaction yield, written as a fraction of the theoretical maximum amount of product (1.0 means a 100% yield; for example, 0.34 means a 34% yield). (1) The reactants are CCc1ccc(Cl)cc1.Cc1ccc(N)cc1.O=S(=O)(O[Pd]1c2ccccc2-c2ccccc2N~1)C(F)(F)F.COc1ccc(OC)c(P([C@]23C[C@H]4C[C@H](C[C@H](C4)C2)C3)[C@]23C[C@H]4C[C@H](C[C@H](C4)C2)C3)c1-c1c(C(C)C)cc(C(C)C)cc1C(C)C.CN(C)C(=NC(C)(C)C)N(C)C.c1ccc(CN(Cc2ccccc2)c2ccno2)cc1. No catalyst specified. The product is CCc1ccc(Nc2ccc(C)cc2)cc1. The yield is 0.00995. (2) The yield is 0.235. The reactants are Ic1cccnc1.Cc1ccc(N)cc1.O=S(=O)(O[Pd]1c2ccccc2-c2ccccc2N~1)C(F)(F)F.CC(C)c1cc(C(C)C)c(-c2ccccc2P(C(C)(C)C)C(C)(C)C)c(C(C)C)c1.CCN=P(N=P(N(C)C)(N(C)C)N(C)C)(N(C)C)N(C)C.Fc1cccc(F)c1-c1ccno1. The product is Cc1ccc(Nc2cccnc2)cc1. No catalyst specified. (3) The reactants are FC(F)(F)c1ccc(Cl)cc1.Cc1ccc(N)cc1.O=S(=O)(O[Pd]1c2ccccc2-c2ccccc2N~1)C(F)(F)F.COc1ccc(OC)c(P(C(C)(C)C)C(C)(C)C)c1-c1c(C(C)C)cc(C(C)C)cc1C(C)C.CN(C)C(=NC(C)(C)C)N(C)C.Cc1cc(-n2cccc2)no1. No catalyst specified. The product is Cc1ccc(Nc2ccc(C(F)(F)F)cc2)cc1. The yield is 0.272. (4) The reactants are Brc1cccnc1.Cc1ccc(N)cc1.O=S(=O)(O[Pd]1c2ccccc2-c2ccccc2N~1)C(F)(F)F.COc1ccc(OC)c(P([C@]23C[C@H]4C[C@H](C[C@H](C4)C2)C3)[C@]23C[C@H]4C[C@H](C[C@H](C4)C2)C3)c1-c1c(C(C)C)cc(C(C)C)cc1C(C)C.CCN=P(N=P(N(C)C)(N(C)C)N(C)C)(N(C)C)N(C)C.CCOC(=O)c1cnoc1C. No catalyst specified. The product is Cc1ccc(Nc2cccnc2)cc1. The yield is 0.126. (5) The reactants are Clc1ccccn1.Cc1ccc(N)cc1.O=S(=O)(O[Pd]1c2ccccc2-c2ccccc2N~1)C(F)(F)F.COc1ccc(OC)c(P(C(C)(C)C)C(C)(C)C)c1-c1c(C(C)C)cc(C(C)C)cc1C(C)C.CN1CCCN2CCCN=C12.CCOC(=O)c1cc(C)no1. No catalyst specified. The product is Cc1ccc(Nc2ccccn2)cc1. The yield is 0.779.